This data is from Forward reaction prediction with 1.9M reactions from USPTO patents (1976-2016). The task is: Predict the product of the given reaction. (1) Given the reactants [O:1]=[C:2]1[NH:8][CH2:7][CH2:6][CH2:5][N:4]2[C:9]3[N:15]=[C:14]([C:16]([NH:18][C:19]4[CH:24]=[CH:23][CH:22]=[C:21]([C:25]5[N:26]=[CH:27][N:28](C(C6C=CC=CC=6)(C6C=CC=CC=6)C6C=CC=CC=6)[CH:29]=5)[CH:20]=4)=[O:17])[CH:13]=[CH:12][C:10]=3[CH:11]=[C:3]12.C(O)(C(F)(F)F)=O, predict the reaction product. The product is: [NH:28]1[CH:29]=[C:25]([C:21]2[CH:20]=[C:19]([NH:18][C:16]([C:14]3[CH:13]=[CH:12][C:10]4[CH:11]=[C:3]5[C:2](=[O:1])[NH:8][CH2:7][CH2:6][CH2:5][N:4]5[C:9]=4[N:15]=3)=[O:17])[CH:24]=[CH:23][CH:22]=2)[N:26]=[CH:27]1. (2) Given the reactants [CH2:1]([O:3][CH2:4][CH2:5][NH2:6])[CH3:2].O1CCOCC1.[OH-].[Na+].[C:15](O[C:15]([O:17][C:18]([CH3:21])([CH3:20])[CH3:19])=[O:16])([O:17][C:18]([CH3:21])([CH3:20])[CH3:19])=[O:16], predict the reaction product. The product is: [C:18]([O:17][C:15](=[O:16])[NH:6][CH2:5][CH2:4][O:3][CH2:1][CH3:2])([CH3:21])([CH3:20])[CH3:19]. (3) Given the reactants [C:1]([C:9]([O:11][CH2:12][CH3:13])=[O:10])(=[O:8])[C:2]1[CH:7]=[CH:6][CH:5]=[CH:4][CH:3]=1.[CH:14]1([Mg]Br)[CH2:19][CH2:18][CH2:17][CH2:16][CH2:15]1, predict the reaction product. The product is: [CH:2]1([C:1]([OH:8])([C:14]2[CH:19]=[CH:18][CH:17]=[CH:16][CH:15]=2)[C:9]([O:11][CH2:12][CH3:13])=[O:10])[CH2:7][CH2:6][CH2:5][CH2:4][CH2:3]1. (4) The product is: [C:27]([C@@H:23]1[CH2:24][CH2:25][CH2:26][N:22]1[C:20](=[O:21])[CH2:19][NH:18][C:6]([C:4]1[NH:3][N:2]=[N:1][CH:5]=1)=[O:8])#[N:28]. Given the reactants [NH:1]1[CH:5]=[C:4]([C:6]([OH:8])=O)[N:3]=[N:2]1.ClC(N(C)C)=C(C)C.Cl.[NH2:18][CH2:19][C:20]([N:22]1[CH2:26][CH2:25][CH2:24][C@H:23]1[C:27]#[N:28])=[O:21].C(N(C(C)C)C(C)C)C, predict the reaction product. (5) Given the reactants BrN1C(=O)CCC1=O.[Cl:9][C:10]1[N:15]=[C:14]([CH2:16][C:17]([C:19]2[C:20]([F:32])=[C:21]([NH:25][C:26](=[O:31])[O:27][CH2:28][CH:29]=[CH2:30])[CH:22]=[CH:23][CH:24]=2)=O)[CH:13]=[CH:12][N:11]=1.[NH2:33][C:34](=[S:46])[C:35]([NH:38][C:39](=[O:45])[O:40][C:41]([CH3:44])([CH3:43])[CH3:42])([CH3:37])[CH3:36], predict the reaction product. The product is: [Cl:9][C:10]1[N:15]=[C:14]([C:16]2[S:46][C:34]([C:35]([NH:38][C:39]([O:40][C:41]([CH3:44])([CH3:43])[CH3:42])=[O:45])([CH3:37])[CH3:36])=[N:33][C:17]=2[C:19]2[C:20]([F:32])=[C:21]([NH:25][C:26](=[O:31])[O:27][CH2:28][CH:29]=[CH2:30])[CH:22]=[CH:23][CH:24]=2)[CH:13]=[CH:12][N:11]=1. (6) Given the reactants Cl[C:2]1[C:3]2[C:4](=[CH:13][N:14](CC3C=CC(OC)=CC=3)[N:15]=2)[N:5]=[C:6]([C:8]2[N:9]=[CH:10][S:11][CH:12]=2)[N:7]=1.[CH3:25][O:26][C:27]1[CH:28]=[C:29]([CH:31]=[CH:32][C:33]=1[O:34][CH3:35])[NH2:30].Cl, predict the reaction product. The product is: [CH3:25][O:26][C:27]1[CH:28]=[C:29]([NH:30][C:2]2[C:3]3[NH:15][N:14]=[CH:13][C:4]=3[N:5]=[C:6]([C:8]3[N:9]=[CH:10][S:11][CH:12]=3)[N:7]=2)[CH:31]=[CH:32][C:33]=1[O:34][CH3:35]. (7) Given the reactants [NH2:1][C@H:2]([C:10]([N:12]1[CH2:100][CH2:99][CH2:98][C@H:13]1[C:14]([NH:16][C@H:17]([C:25]([NH:27][C@H:28]([C:33]([NH:35][C@H:36]([C:39]([NH:41][C@H:42]([C:49]([NH:51][C@H:52]([C:58]([NH:60][CH2:61][C:62]([N:64]1[CH2:97][CH2:96][CH2:95][C@H:65]1[C:66]([NH:68][C@H:69]([C:74]([N:76]1[CH2:94][CH2:93][CH2:92][C@H:77]1[C:78]([NH:80][C@H:81]([C:89]([OH:91])=[O:90])[CH2:82][C:83]1[CH:88]=[CH:87][CH:86]=[CH:85][CH:84]=1)=[O:79])=[O:75])[CH2:70][CH2:71][S:72][CH3:73])=[O:67])=[O:63])=[O:59])[CH2:53][CH2:54][CH2:55][CH2:56][NH2:57])=[O:50])[CH2:43][C:44]1[N:48]=[CH:47][NH:46][CH:45]=1)=[O:40])[CH2:37][OH:38])=[O:34])[CH2:29][CH:30]([CH3:32])[CH3:31])=[O:26])[CH2:18][CH2:19][CH2:20][NH:21][C:22](=[NH:24])[NH2:23])=[O:15])=[O:11])[CH2:3][CH2:4][CH2:5][NH:6][C:7](=[NH:9])[NH2:8].[NH:101](C(OC(C)(C)C)=O)[C@H:102]([C:108](O)=[O:109])[CH2:103][CH2:104][C:105](=[O:107])[NH2:106], predict the reaction product. The product is: [NH2:101][C@H:102]([C:108]([NH:1][C@H:2]([C:10]([N:12]1[CH2:100][CH2:99][CH2:98][C@H:13]1[C:14]([NH:16][C@H:17]([C:25]([NH:27][C@H:28]([C:33]([NH:35][C@H:36]([C:39]([NH:41][C@H:42]([C:49]([NH:51][C@H:52]([C:58]([NH:60][CH2:61][C:62]([N:64]1[CH2:97][CH2:96][CH2:95][C@H:65]1[C:66]([NH:68][C@H:69]([C:74]([N:76]1[CH2:94][CH2:93][CH2:92][C@H:77]1[C:78]([NH:80][C@H:81]([C:89]([OH:91])=[O:90])[CH2:82][C:83]1[CH:88]=[CH:87][CH:86]=[CH:85][CH:84]=1)=[O:79])=[O:75])[CH2:70][CH2:71][S:72][CH3:73])=[O:67])=[O:63])=[O:59])[CH2:53][CH2:54][CH2:55][CH2:56][NH2:57])=[O:50])[CH2:43][C:44]1[N:48]=[CH:47][NH:46][CH:45]=1)=[O:40])[CH2:37][OH:38])=[O:34])[CH2:29][CH:30]([CH3:31])[CH3:32])=[O:26])[CH2:18][CH2:19][CH2:20][NH:21][C:22](=[NH:23])[NH2:24])=[O:15])=[O:11])[CH2:3][CH2:4][CH2:5][NH:6][C:7](=[NH:8])[NH2:9])=[O:109])[CH2:103][CH2:104][C:105](=[O:107])[NH2:106].